This data is from Catalyst prediction with 721,799 reactions and 888 catalyst types from USPTO. The task is: Predict which catalyst facilitates the given reaction. (1) Reactant: C([Si](C)(C)[O:6][CH2:7][CH2:8][CH2:9][CH2:10][C:11]#[C:12][CH2:13][O:14][C:15](=[O:17])[CH3:16])(C)(C)C.CC(C)=[O:22].OS(O)(=O)=O.O=[Cr](=O)=O.C(O)(C)C. Product: [C:15]([O:14][CH2:13][C:12]#[C:11][CH2:10][CH2:9][CH2:8][C:7]([OH:6])=[O:22])(=[O:17])[CH3:16]. The catalyst class is: 21. (2) Reactant: C[N:2]1[C:10]2[C:5](=C[CH:7]=[CH:8][CH:9]=2)C=[C:3]1[CH3:11].CC([O-])(C)C.[K+].[SiH:18]([CH2:23][CH3:24])([CH2:21][CH3:22])[CH2:19][CH3:20]. Product: [CH3:11][C:3]1[CH:7]=[CH:8][CH:9]=[C:10]([CH2:5][Si:18]([CH2:23][CH3:24])([CH2:21][CH3:22])[CH2:19][CH3:20])[N:2]=1. The catalyst class is: 7. (3) Reactant: C(OC([N:8]1[CH2:12][CH2:11][C@@H:10]([NH:13][C:14]2[C:23]([CH3:24])=[N:22][C:21]3[C:16](=[C:17]([C:25]4[NH:33][C:32]5[CH2:31][CH2:30][NH:29][C:28](=[O:34])[C:27]=5[CH:26]=4)[CH:18]=[CH:19][CH:20]=3)[N:15]=2)[CH2:9]1)=O)(C)(C)C.C(O)(C(F)(F)F)=O. Product: [CH3:24][C:23]1[C:14]([NH:13][C@@H:10]2[CH2:11][CH2:12][NH:8][CH2:9]2)=[N:15][C:16]2[C:21](=[CH:20][CH:19]=[CH:18][C:17]=2[C:25]2[NH:33][C:32]3[CH2:31][CH2:30][NH:29][C:28](=[O:34])[C:27]=3[CH:26]=2)[N:22]=1. The catalyst class is: 2. (4) Reactant: [CH3:1][N:2]1[CH2:7][CH:6]=[C:5]([C:8]2[C:16]3[C:11](=[CH:12][CH:13]=[C:14]([NH:17][C:18]([NH:20]C(=O)C4C=CC=CC=4)=[S:19])[CH:15]=3)[NH:10][CH:9]=2)[CH2:4][CH2:3]1.I[CH3:30]. Product: [CH3:1][N:2]1[CH2:7][CH:6]=[C:5]([C:8]2[C:16]3[C:11](=[CH:12][CH:13]=[C:14]([NH:17][C:18]([S:20][CH3:30])=[NH:19])[CH:15]=3)[NH:10][CH:9]=2)[CH2:4][CH2:3]1. The catalyst class is: 21. (5) Reactant: [I:1][C:2]1[CH:3]=[C:4]([CH:6]=[CH:7][C:8]=1[CH3:9])[NH2:5].[CH2:10]([O:12][C:13]([CH:15]1[CH2:20][CH2:19][N:18]([C:21]2[CH:26]=[CH:25][C:24]([C:27](O)=[O:28])=[CH:23][CH:22]=2)[CH2:17][CH2:16]1)=[O:14])[CH3:11].C(OC(C1CCN(C2C=CC(C(=O)NC3C=CC=C(C(C)(C)C)C=3)=CC=2)CC1)=O)C. Product: [CH2:10]([O:12][C:13]([CH:15]1[CH2:16][CH2:17][N:18]([C:21]2[CH:22]=[CH:23][C:24]([C:27](=[O:28])[NH:5][C:4]3[CH:6]=[CH:7][C:8]([CH3:9])=[C:2]([I:1])[CH:3]=3)=[CH:25][CH:26]=2)[CH2:19][CH2:20]1)=[O:14])[CH3:11]. The catalyst class is: 28. (6) Reactant: [Cl:1][C:2]1[CH:3]=[C:4]2[C:9](=[CH:10][CH:11]=1)[CH:8]=[C:7]([S:12]([NH:15][C@H:16]1[CH2:20][CH2:19][N:18]([C@H:21]([CH3:29])[C:22](OC(C)(C)C)=[O:23])[C:17]1=[O:30])(=[O:14])=[O:13])[CH:6]=[CH:5]2.FC(F)(F)C(O)=O.Cl.CN(C)CCCN=C=NCC.C1C=CC2N(O)N=NC=2C=1.[NH:60]1[CH2:65][CH2:64][CH2:63][CH:62]([NH:66][C:67](=[O:74])[C:68]2[CH:73]=[CH:72][CH:71]=[CH:70][CH:69]=2)[CH2:61]1. Product: [Cl:1][C:2]1[CH:3]=[C:4]2[C:9](=[CH:10][CH:11]=1)[CH:8]=[C:7]([S:12]([NH:15][C@H:16]1[CH2:20][CH2:19][N:18]([C@H:21]([CH3:29])[C:22]([N:60]3[CH2:65][CH2:64][CH2:63][CH:62]([NH:66][C:67](=[O:74])[C:68]4[CH:69]=[CH:70][CH:71]=[CH:72][CH:73]=4)[CH2:61]3)=[O:23])[C:17]1=[O:30])(=[O:14])=[O:13])[CH:6]=[CH:5]2. The catalyst class is: 347.